From a dataset of Forward reaction prediction with 1.9M reactions from USPTO patents (1976-2016). Predict the product of the given reaction. (1) Given the reactants [CH3:1][N:2]1[CH2:7][CH2:6][N:5]([C:8]2[N:13]3[C:14]([C:32]#[N:33])=[C:15]([CH2:17][N:18]([CH2:29][CH2:30][CH3:31])[C@@H:19]4[C:28]5[N:27]=[CH:26][CH:25]=[CH:24][C:23]=5[CH2:22][CH2:21][CH2:20]4)[N:16]=[C:12]3[CH:11]=[CH:10][CH:9]=2)[CH2:4][CH2:3]1.S(=O)(=O)(O)[OH:35], predict the reaction product. The product is: [CH3:1][N:2]1[CH2:7][CH2:6][N:5]([C:8]2[N:13]3[C:14]([C:32]([NH2:33])=[O:35])=[C:15]([CH2:17][N:18]([CH2:29][CH2:30][CH3:31])[C@@H:19]4[C:28]5[N:27]=[CH:26][CH:25]=[CH:24][C:23]=5[CH2:22][CH2:21][CH2:20]4)[N:16]=[C:12]3[CH:11]=[CH:10][CH:9]=2)[CH2:4][CH2:3]1. (2) Given the reactants [Cl:1][C:2]1[C:3]([NH:15][CH:16]2[CH2:29][CH:19]3[CH2:20][N:21]([C:23](=O)[C:24]([F:27])([F:26])[F:25])[CH2:22][CH:18]3[CH2:17]2)=[N:4][C:5]([NH:8][C:9]2[CH:10]=[N:11][N:12]([CH3:14])[CH:13]=2)=[N:6][CH:7]=1.CSC.B, predict the reaction product. The product is: [Cl:1][C:2]1[C:3]([NH:15][CH:16]2[CH2:17][CH:18]3[CH2:22][N:21]([CH2:23][C:24]([F:26])([F:25])[F:27])[CH2:20][CH:19]3[CH2:29]2)=[N:4][C:5]([NH:8][C:9]2[CH:10]=[N:11][N:12]([CH3:14])[CH:13]=2)=[N:6][CH:7]=1. (3) Given the reactants O[CH2:2][CH:3]1[CH2:7][S:6][C:5]([NH:8][C:9](=[O:15])[O:10][C:11]([CH3:14])([CH3:13])[CH3:12])=[N:4]1.[C:16]1([CH3:26])[CH:21]=[CH:20][C:19]([S:22](Cl)(=[O:24])=[O:23])=[CH:18][CH:17]=1.C(N(CC)CC)C, predict the reaction product. The product is: [C:16]1([CH3:26])[CH:21]=[CH:20][C:19]([S:22]([CH2:2][CH:3]2[CH2:7][S:6][C:5]([NH:8][C:9](=[O:15])[O:10][C:11]([CH3:14])([CH3:13])[CH3:12])=[N:4]2)(=[O:24])=[O:23])=[CH:18][CH:17]=1. (4) The product is: [Br:1][C:2]1[CH:7]=[CH:6][CH:5]=[CH:4][C:3]=1[N:8]1[C:12]([CH3:13])=[C:11]([C:14]2[O:16][N:27]=[C:24]([C:19]3[CH:20]=[CH:21][CH:22]=[CH:23][C:18]=3[F:17])[N:25]=2)[N:10]=[N:9]1. Given the reactants [Br:1][C:2]1[CH:7]=[CH:6][CH:5]=[CH:4][C:3]=1[N:8]1[C:12]([CH3:13])=[C:11]([C:14]([OH:16])=O)[N:10]=[N:9]1.[F:17][C:18]1[CH:23]=[CH:22][CH:21]=[CH:20][C:19]=1[C:24](=[NH:27])[NH:25]O, predict the reaction product. (5) Given the reactants [Cl:1][C:2]1[CH:3]=[CH:4][C:5]([CH2:17][N:18]2[CH2:23][CH2:22][NH:21][CH2:20][CH2:19]2)=[C:6]([N:8]2[CH2:13][CH2:12][N:11]([C:14](=[O:16])[CH3:15])[CH2:10][CH2:9]2)[CH:7]=1.[C:24](=O)([O:33]N1C(=O)CCC1=O)[O:25][N:26]1[C:30](=[O:31])[CH2:29][CH2:28][C:27]1=[O:32].C(N(CC)CC)C, predict the reaction product. The product is: [C:14]([N:11]1[CH2:12][CH2:13][N:8]([C:6]2[CH:7]=[C:2]([Cl:1])[CH:3]=[CH:4][C:5]=2[CH2:17][N:18]2[CH2:19][CH2:20][N:21]([C:24]([O:25][N:26]3[C:30](=[O:31])[CH2:29][CH2:28][C:27]3=[O:32])=[O:33])[CH2:22][CH2:23]2)[CH2:9][CH2:10]1)(=[O:16])[CH3:15]. (6) Given the reactants [C:1]1([N:7]2[C:12](=[O:13])[C:11]3[S:14][CH:15]=[C:16]([C:17]4[CH:22]=[CH:21][CH:20]=[CH:19][CH:18]=4)[C:10]=3[N:9]=[CH:8]2)C=CC=[CH:3][CH:2]=1.NC1C(C2C=CC=CC=2[F:35])=CSC=1C(OC)=O.C(OCC)(OCC)OCC.C(N)C=C, predict the reaction product. The product is: [CH2:1]([N:7]1[C:12](=[O:13])[C:11]2[S:14][CH:15]=[C:16]([C:17]3[CH:22]=[CH:21][CH:20]=[CH:19][C:18]=3[F:35])[C:10]=2[N:9]=[CH:8]1)[CH:2]=[CH2:3].